This data is from Full USPTO retrosynthesis dataset with 1.9M reactions from patents (1976-2016). The task is: Predict the reactants needed to synthesize the given product. (1) Given the product [CH2:3]([N:10]1[CH2:15][CH2:14][N:13]([CH2:16][C:17]2[CH:22]=[CH:21][CH:20]=[CH:19][CH:18]=2)[CH2:12][CH:11]1[CH2:23][O:24][CH2:26][CH2:27][O:28][CH3:29])[C:4]1[CH:5]=[CH:6][CH:7]=[CH:8][CH:9]=1, predict the reactants needed to synthesize it. The reactants are: [H-].[Na+].[CH2:3]([N:10]1[CH2:15][CH2:14][N:13]([CH2:16][C:17]2[CH:22]=[CH:21][CH:20]=[CH:19][CH:18]=2)[CH2:12][CH:11]1[CH2:23][OH:24])[C:4]1[CH:9]=[CH:8][CH:7]=[CH:6][CH:5]=1.Cl[CH2:26][CH2:27][O:28][CH3:29].O. (2) The reactants are: [CH:1]1([N:7]2[CH2:11][C:10]([CH3:13])([CH3:12])[CH:9](OS(C3C=CC(C)=CC=3)(=O)=O)[C:8]2=[O:25])[CH2:6][CH2:5][CH2:4][CH2:3][CH2:2]1.[Cl:26][C:27]1[CH:32]=[C:31]([Cl:33])[CH:30]=[CH:29][C:28]=1[SH:34].C1CCN2C(=NCCC2)CC1. Given the product [CH:1]1([N:7]2[CH2:11][C:10]([CH3:12])([CH3:13])[CH:9]([S:34][C:28]3[CH:29]=[CH:30][C:31]([Cl:33])=[CH:32][C:27]=3[Cl:26])[C:8]2=[O:25])[CH2:2][CH2:3][CH2:4][CH2:5][CH2:6]1, predict the reactants needed to synthesize it. (3) The reactants are: [NH2:1][CH2:2][CH:3]([OH:5])[CH3:4].[OH-].[Na+].O.[Cl:9][C:10]1[CH:15]=[CH:14][C:13]([CH2:16][CH2:17]Cl)=[CH:12][CH:11]=1. Given the product [Cl:9][C:10]1[CH:15]=[CH:14][C:13]([CH2:16][CH2:17][NH:1][CH2:2][CH:3]([OH:5])[CH3:4])=[CH:12][CH:11]=1, predict the reactants needed to synthesize it. (4) Given the product [C:1]([C@H:5]1[CH2:6][CH2:7][C@H:8]([O:11][C:12]2[CH:13]=[C:14]3[C:19](=[CH:20][CH:21]=2)[N:18]=[C:17]([CH2:22][N:23]2[CH2:28][CH2:27][CH:26]([C:29]([OH:31])=[O:30])[CH2:25][CH2:24]2)[N:16]=[CH:15]3)[CH2:9][CH2:10]1)([CH3:4])([CH3:2])[CH3:3], predict the reactants needed to synthesize it. The reactants are: [C:1]([C@H:5]1[CH2:10][CH2:9][C@H:8]([O:11][C:12]2[CH:13]=[C:14]3[C:19](=[CH:20][CH:21]=2)[N:18]=[C:17]([CH2:22][N:23]2[CH2:28][CH2:27][CH:26]([C:29]([O:31]C)=[O:30])[CH2:25][CH2:24]2)[N:16]=[CH:15]3)[CH2:7][CH2:6]1)([CH3:4])([CH3:3])[CH3:2].[OH-].[Na+].Cl. (5) Given the product [O:1]1[C:5]2[CH:6]=[CH:7][CH:8]=[CH:9][C:4]=2[CH:3]=[C:2]1/[CH:10]=[CH:13]/[C:14]([OH:16])=[O:15], predict the reactants needed to synthesize it. The reactants are: [O:1]1[C:5]2[CH:6]=[CH:7][CH:8]=[CH:9][C:4]=2[CH:3]=[C:2]1[CH:10]=O.C(O)(=O)[CH2:13][C:14]([OH:16])=[O:15].N1CCCCC1. (6) The reactants are: [Cl:1][C:2]1[CH:3]=[C:4]([CH:14]=[CH:15][C:16]=1[CH2:17][CH3:18])[S:5][C:6]1[CH:13]=[CH:12][C:9]([C:10]#[N:11])=[CH:8][CH:7]=1.C1COCC1.[H-].[Al+3].[Li+].[H-].[H-].[H-].[OH-].[Na+]. Given the product [Cl:1][C:2]1[CH:3]=[C:4]([CH:14]=[CH:15][C:16]=1[CH2:17][CH3:18])[S:5][C:6]1[CH:13]=[CH:12][C:9]([CH2:10][NH2:11])=[CH:8][CH:7]=1, predict the reactants needed to synthesize it. (7) Given the product [CH3:16][O:17][CH2:18][CH2:19][CH2:20][C:21]1[CH:26]=[CH:25][CH:24]=[CH:23][C:22]=1[C:2]1[CH:11]=[C:10]([C:12]([F:15])([F:14])[F:13])[C:5]([C:6]([O:8][CH3:9])=[O:7])=[CH:4][N:3]=1, predict the reactants needed to synthesize it. The reactants are: Cl[C:2]1[CH:11]=[C:10]([C:12]([F:15])([F:14])[F:13])[C:5]([C:6]([O:8][CH3:9])=[O:7])=[CH:4][N:3]=1.[CH3:16][O:17][CH2:18][CH2:19][CH2:20][C:21]1[CH:26]=[CH:25][CH:24]=[CH:23][C:22]=1B(O)O. (8) The reactants are: [CH3:1][O:2][C:3]1[CH:8]=[C:7]([CH3:9])[C:6]([O:10][CH3:11])=[CH:5][C:4]=1[C:12]1[N:16]=[C:15]([NH2:17])[NH:14][N:13]=1.[C:18](=N)([C:25]1[CH:30]=[CH:29][CH:28]=[CH:27][CH:26]=1)[C:19]1[CH:24]=[CH:23][CH:22]=[CH:21][CH:20]=1.C(OC(C)C)(C)C. Given the product [CH3:1][O:2][C:3]1[CH:8]=[C:7]([CH3:9])[C:6]([O:10][CH3:11])=[CH:5][C:4]=1[C:12]1[N:16]=[C:15]([N:17]=[C:18]([C:19]2[CH:24]=[CH:23][CH:22]=[CH:21][CH:20]=2)[C:25]2[CH:30]=[CH:29][CH:28]=[CH:27][CH:26]=2)[NH:14][N:13]=1, predict the reactants needed to synthesize it. (9) The reactants are: [C:1]1([CH:7]2[C:16]3[C:11](=[CH:12][CH:13]=[CH:14][CH:15]=3)[CH2:10][CH2:9][NH:8]2)[CH:6]=[CH:5][CH:4]=[CH:3][CH:2]=1.C(O)(=O)[C@H]([C@@H](C(O)=O)O)O.C(OCC)(=O)C. Given the product [C:1]1([C@H:7]2[C:16]3[C:11](=[CH:12][CH:13]=[CH:14][CH:15]=3)[CH2:10][CH2:9][NH:8]2)[CH:2]=[CH:3][CH:4]=[CH:5][CH:6]=1, predict the reactants needed to synthesize it. (10) The reactants are: [N+:1]([C:4]1[CH:5]=[C:6]2[C:10](=[CH:11][CH:12]=1)[N:9]([C:13]([C:26]1[CH:31]=[CH:30][CH:29]=[CH:28][CH:27]=1)([C:20]1[CH:25]=[CH:24][CH:23]=[CH:22][CH:21]=1)[C:14]1[CH:19]=[CH:18][CH:17]=[CH:16][CH:15]=1)[N:8]=[C:7]2[C:32]1[O:40][C:39]2[CH:38]=[CH:37][N:36]=[CH:35][C:34]=2[CH:33]=1)([O-])=O. Given the product [NH2:1][C:4]1[CH:5]=[C:6]2[C:10](=[CH:11][CH:12]=1)[N:9]([C:13]([C:20]1[CH:25]=[CH:24][CH:23]=[CH:22][CH:21]=1)([C:26]1[CH:27]=[CH:28][CH:29]=[CH:30][CH:31]=1)[C:14]1[CH:19]=[CH:18][CH:17]=[CH:16][CH:15]=1)[N:8]=[C:7]2[C:32]1[O:40][C:39]2[CH:38]=[CH:37][N:36]=[CH:35][C:34]=2[CH:33]=1, predict the reactants needed to synthesize it.